From a dataset of Forward reaction prediction with 1.9M reactions from USPTO patents (1976-2016). Predict the product of the given reaction. (1) Given the reactants [C:1]([C:3]1[C:4]([C:16]2[CH:21]=[CH:20][CH:19]=[CH:18][C:17]=2[CH3:22])=[CH:5][C:6]([N:9]2[CH2:14][CH2:13][N:12]([CH3:15])[CH2:11][CH2:10]2)=[N:7][CH:8]=1)#[N:2].C1(C)C=CC=CC=1.S(=O)(=O)(O)[OH:31].[OH-].[Na+], predict the reaction product. The product is: [CH3:22][C:17]1[CH:18]=[CH:19][CH:20]=[CH:21][C:16]=1[C:4]1[CH:5]=[C:6]([N:9]2[CH2:10][CH2:11][N:12]([CH3:15])[CH2:13][CH2:14]2)[N:7]=[CH:8][C:3]=1[C:1]([NH2:2])=[O:31]. (2) Given the reactants [CH3:1][O:2][C:3]1[CH:11]=[C:10]2[C:6]([CH2:7][CH2:8][C:9]2=[O:12])=[CH:5][C:4]=1[N:13]1[CH2:18][CH2:17][O:16][CH2:15][CH2:14]1.[Br:19][C:20]1[C:21]([F:29])=[C:22]([C:25]([F:28])=[CH:26][CH:27]=1)[CH:23]=O.CC1C=CC(S(O)(=O)=O)=CC=1, predict the reaction product. The product is: [Br:19][C:20]1[C:21]([F:29])=[C:22]([C:25]([F:28])=[CH:26][CH:27]=1)/[CH:23]=[C:8]1/[C:9](=[O:12])[C:10]2[C:6]([CH2:7]/1)=[CH:5][C:4]([N:13]1[CH2:14][CH2:15][O:16][CH2:17][CH2:18]1)=[C:3]([O:2][CH3:1])[CH:11]=2. (3) The product is: [CH2:1]([O:3][C:4]([C:6]1[N:7]([CH2:24][C:25]2[CH:30]=[CH:29][C:28]([F:31])=[CH:27][C:26]=2[F:32])[CH:8]=[C:9]([CH2:11][CH:12]2[CH2:16][CH2:15][CH2:14][CH2:13]2)[CH:10]=1)=[O:5])[CH3:2]. Given the reactants [CH2:1]([O:3][C:4]([C:6]1[NH:7][CH:8]=[C:9]([CH2:11][CH:12]2[CH2:16][CH2:15][CH2:14][CH2:13]2)[CH:10]=1)=[O:5])[CH3:2].C(=O)([O-])[O-].[Cs+].[Cs+].Br[CH2:24][C:25]1[CH:30]=[CH:29][C:28]([F:31])=[CH:27][C:26]=1[F:32].O, predict the reaction product. (4) Given the reactants [C:1]([O:5][C:6](=[O:24])[NH:7][C@@:8]12[CH2:23][O:22][CH2:21][CH:9]1[CH2:10][N:11]([C@@H](C1C=CC=CC=1)C)[CH2:12]2)([CH3:4])([CH3:3])[CH3:2], predict the reaction product. The product is: [C:1]([O:5][C:6](=[O:24])[NH:7][C@@:8]12[CH2:23][O:22][CH2:21][CH:9]1[CH2:10][NH:11][CH2:12]2)([CH3:4])([CH3:2])[CH3:3]. (5) Given the reactants [NH3:1].[Br:2][C:3]1[CH:4]=[N:5][CH:6]=[C:7]([CH:11]=1)[C:8](Cl)=[O:9], predict the reaction product. The product is: [Br:2][C:3]1[CH:11]=[C:7]([C:8]([NH2:1])=[O:9])[CH:6]=[N:5][CH:4]=1. (6) Given the reactants [CH2:1]([O:8][C:9]1[CH:26]=[CH:25][C:12]([O:13][C:14]2[C:22]3[CH2:21][CH2:20][CH2:19][C:18]=3[C:17]([OH:23])=[CH:16][C:15]=2[CH3:24])=[CH:11][C:10]=1[CH2:27][C:28]1[CH:33]=[CH:32][C:31]([F:34])=[CH:30][CH:29]=1)[C:2]1[CH:7]=[CH:6][CH:5]=[CH:4][CH:3]=1.Br[CH2:36][C:37]([O:39][CH2:40][CH3:41])=[O:38], predict the reaction product. The product is: [CH2:1]([O:8][C:9]1[CH:26]=[CH:25][C:12]([O:13][C:14]2[C:15]([CH3:24])=[CH:16][C:17]([O:23][CH2:36][C:37]([O:39][CH2:40][CH3:41])=[O:38])=[C:18]3[C:22]=2[CH2:21][CH2:20][CH2:19]3)=[CH:11][C:10]=1[CH2:27][C:28]1[CH:33]=[CH:32][C:31]([F:34])=[CH:30][CH:29]=1)[C:2]1[CH:3]=[CH:4][CH:5]=[CH:6][CH:7]=1.